From a dataset of Forward reaction prediction with 1.9M reactions from USPTO patents (1976-2016). Predict the product of the given reaction. (1) Given the reactants [Cl:1][C:2]1[CH:9]=[C:8]([F:10])[CH:7]=[CH:6][C:3]=1[CH:4]=O.[O:11]=[C:12]([CH2:18][CH2:19][C:20]1[CH:25]=[CH:24][N:23]=[CH:22][CH:21]=1)[CH2:13][C:14]([O:16][CH3:17])=[O:15].N1CCCCC1.C(O)(=O)C, predict the reaction product. The product is: [Cl:1][C:2]1[CH:9]=[C:8]([F:10])[CH:7]=[CH:6][C:3]=1[CH:4]=[C:13]([C:12](=[O:11])[CH2:18][CH2:19][C:20]1[CH:21]=[CH:22][N:23]=[CH:24][CH:25]=1)[C:14]([O:16][CH3:17])=[O:15]. (2) Given the reactants [CH:1]1([C:4]2[N:9]=[C:8]([C:10]3[NH:27][C:13]4=[N:14][C:15]([N:18]5[CH2:23][CH2:22][CH2:21][C@@H:20]([C:24]([OH:26])=O)[CH2:19]5)=[CH:16][CH:17]=[C:12]4[N:11]=3)[CH:7]=[CH:6][CH:5]=2)[CH2:3][CH2:2]1.C(N=C=N[CH2:33][CH2:34][CH2:35][N:36]([CH3:38])C)C.OC1C2N=NNC=2C=CC=1.N1CC=CC1, predict the reaction product. The product is: [CH:1]1([C:4]2[N:9]=[C:8]([C:10]3[NH:27][C:13]4=[N:14][C:15]([N:18]5[CH2:23][CH2:22][CH2:21][C@@H:20]([C:24]([N:36]6[CH2:35][CH:34]=[CH:33][CH2:38]6)=[O:26])[CH2:19]5)=[CH:16][CH:17]=[C:12]4[N:11]=3)[CH:7]=[CH:6][CH:5]=2)[CH2:3][CH2:2]1. (3) Given the reactants [C:1]1([CH:7]([C:20]2[CH:25]=[CH:24][CH:23]=[CH:22][CH:21]=2)[CH2:8][CH2:9][NH:10][C:11](=[O:19])[C:12]2[CH:17]=[CH:16][C:15]([OH:18])=[N:14][CH:13]=2)[CH:6]=[CH:5][CH:4]=[CH:3][CH:2]=1.Br[CH2:27][CH2:28][O:29][C:30]1[CH:35]=[CH:34][CH:33]=[CH:32][CH:31]=1, predict the reaction product. The product is: [C:20]1([CH:7]([C:1]2[CH:2]=[CH:3][CH:4]=[CH:5][CH:6]=2)[CH2:8][CH2:9][NH:10][C:11]([C:12]2[CH:17]=[CH:16][C:15](=[O:18])[N:14]([CH2:27][CH2:28][O:29][C:30]3[CH:35]=[CH:34][CH:33]=[CH:32][CH:31]=3)[CH:13]=2)=[O:19])[CH:25]=[CH:24][CH:23]=[CH:22][CH:21]=1.